Dataset: Peptide-MHC class I binding affinity with 185,985 pairs from IEDB/IMGT. Task: Regression. Given a peptide amino acid sequence and an MHC pseudo amino acid sequence, predict their binding affinity value. This is MHC class I binding data. (1) The peptide sequence is FIFGKMGAG. The MHC is HLA-B44:02 with pseudo-sequence HLA-B44:02. The binding affinity (normalized) is 0.0847. (2) The peptide sequence is YRHDGGNVL. The MHC is HLA-A02:06 with pseudo-sequence HLA-A02:06. The binding affinity (normalized) is 0. (3) The peptide sequence is LMSGKGIGK. The MHC is HLA-A03:01 with pseudo-sequence HLA-A03:01. The binding affinity (normalized) is 0.601. (4) The peptide sequence is NTCKPTILA. The MHC is HLA-A02:01 with pseudo-sequence HLA-A02:01. The binding affinity (normalized) is 0. (5) The peptide sequence is ASGFTFSSY. The MHC is HLA-A29:02 with pseudo-sequence HLA-A29:02. The binding affinity (normalized) is 0.496. (6) The peptide sequence is VLMTHFFSV. The MHC is HLA-A02:03 with pseudo-sequence HLA-A02:03. The binding affinity (normalized) is 0.913. (7) The peptide sequence is TVLEFILQK. The MHC is HLA-A02:03 with pseudo-sequence HLA-A02:03. The binding affinity (normalized) is 0.250.